This data is from Full USPTO retrosynthesis dataset with 1.9M reactions from patents (1976-2016). The task is: Predict the reactants needed to synthesize the given product. (1) Given the product [ClH:74].[CH3:59][O:58][N:57]=[C:56]1[C:55]2[C:50](=[CH:51][CH:52]=[CH:53][CH:54]=2)[O:49][C:48]([C:60]2[CH:65]=[CH:64][CH:63]=[CH:62][CH:61]=2)=[C:47]1[C:44]1[CH:43]=[CH:42][C:41]([C:37]2([NH2:36])[CH2:40][CH2:39][CH2:38]2)=[CH:46][CH:45]=1, predict the reactants needed to synthesize it. The reactants are: NC1(C2C=CC(C3C(=O)C4C(=CC=C(F)C=4)OC=3C3C=CC=CC=3)=CC=2)CCC1.C(OC(=O)[NH:36][C:37]1([C:41]2[CH:46]=[CH:45][C:44]([C:47]3[C:56](=[N:57][O:58][CH3:59])[C:55]4[C:50](=[CH:51][CH:52]=[CH:53][CH:54]=4)[O:49][C:48]=3[C:60]3[CH:65]=[CH:64][CH:63]=[CH:62][CH:61]=3)=[CH:43][CH:42]=2)[CH2:40][CH2:39][CH2:38]1)(C)(C)C.C(O)(C(F)(F)F)=O.[ClH:74]. (2) Given the product [CH3:14][Si:13]([CH3:16])([CH3:15])[C:17]#[C:18][C:2]1[CH:7]=[CH:6][C:5]([O:8][C:9]([F:12])([F:11])[F:10])=[CH:4][CH:3]=1, predict the reactants needed to synthesize it. The reactants are: I[C:2]1[CH:7]=[CH:6][C:5]([O:8][C:9]([F:12])([F:11])[F:10])=[CH:4][CH:3]=1.[Si:13]([C:17]#[CH:18])([CH3:16])([CH3:15])[CH3:14].C(N(CC)CC)C.